From a dataset of NCI-60 drug combinations with 297,098 pairs across 59 cell lines. Regression. Given two drug SMILES strings and cell line genomic features, predict the synergy score measuring deviation from expected non-interaction effect. (1) Drug 1: CNC(=O)C1=NC=CC(=C1)OC2=CC=C(C=C2)NC(=O)NC3=CC(=C(C=C3)Cl)C(F)(F)F. Cell line: HL-60(TB). Synergy scores: CSS=51.5, Synergy_ZIP=-3.16, Synergy_Bliss=3.93, Synergy_Loewe=-9.69, Synergy_HSA=2.28. Drug 2: C1CN(CCN1C(=O)CCBr)C(=O)CCBr. (2) Drug 1: C1=CC(=C2C(=C1NCCNCCO)C(=O)C3=C(C=CC(=C3C2=O)O)O)NCCNCCO. Drug 2: C1CC(C1)(C(=O)O)C(=O)O.[NH2-].[NH2-].[Pt+2]. Cell line: A498. Synergy scores: CSS=33.3, Synergy_ZIP=-1.81, Synergy_Bliss=0.0905, Synergy_Loewe=-12.2, Synergy_HSA=3.15. (3) Drug 1: C1=CC(=CC=C1C#N)C(C2=CC=C(C=C2)C#N)N3C=NC=N3. Drug 2: CCN(CC)CCCC(C)NC1=C2C=C(C=CC2=NC3=C1C=CC(=C3)Cl)OC. Cell line: BT-549. Synergy scores: CSS=15.5, Synergy_ZIP=-4.79, Synergy_Bliss=-2.15, Synergy_Loewe=-0.946, Synergy_HSA=-0.424. (4) Drug 1: C1=CN(C(=O)N=C1N)C2C(C(C(O2)CO)O)O.Cl. Drug 2: CCCCC(=O)OCC(=O)C1(CC(C2=C(C1)C(=C3C(=C2O)C(=O)C4=C(C3=O)C=CC=C4OC)O)OC5CC(C(C(O5)C)O)NC(=O)C(F)(F)F)O. Cell line: MDA-MB-435. Synergy scores: CSS=26.6, Synergy_ZIP=-7.94, Synergy_Bliss=-5.78, Synergy_Loewe=-13.2, Synergy_HSA=-5.16. (5) Cell line: U251. Synergy scores: CSS=60.7, Synergy_ZIP=-0.608, Synergy_Bliss=-0.801, Synergy_Loewe=1.01, Synergy_HSA=2.61. Drug 2: CCC1(CC2CC(C3=C(CCN(C2)C1)C4=CC=CC=C4N3)(C5=C(C=C6C(=C5)C78CCN9C7C(C=CC9)(C(C(C8N6C)(C(=O)OC)O)OC(=O)C)CC)OC)C(=O)OC)O.OS(=O)(=O)O. Drug 1: CC1=C2C(C(=O)C3(C(CC4C(C3C(C(C2(C)C)(CC1OC(=O)C(C(C5=CC=CC=C5)NC(=O)OC(C)(C)C)O)O)OC(=O)C6=CC=CC=C6)(CO4)OC(=O)C)OC)C)OC. (6) Drug 1: CC(C1=C(C=CC(=C1Cl)F)Cl)OC2=C(N=CC(=C2)C3=CN(N=C3)C4CCNCC4)N. Drug 2: C1=CC(=C2C(=C1NCCNCCO)C(=O)C3=C(C=CC(=C3C2=O)O)O)NCCNCCO. Cell line: NCI-H226. Synergy scores: CSS=44.4, Synergy_ZIP=5.72, Synergy_Bliss=6.35, Synergy_Loewe=-6.15, Synergy_HSA=7.64.